This data is from Full USPTO retrosynthesis dataset with 1.9M reactions from patents (1976-2016). The task is: Predict the reactants needed to synthesize the given product. The reactants are: Cl[C:2]1[C:7]([C:8]([C:10](=[CH:16][NH:17][CH2:18][C:19]2[CH:24]=[CH:23][C:22]([C:25]([F:28])([F:27])[F:26])=[CH:21][CH:20]=2)[C:11]([O:13][CH2:14][CH3:15])=[O:12])=[O:9])=[CH:6][C:5]([F:29])=[C:4]([Cl:30])[N:3]=1.C(=O)([O-])[O-].[K+].[K+]. Given the product [Cl:30][C:4]1[N:3]=[C:2]2[C:7]([C:8](=[O:9])[C:10]([C:11]([O:13][CH2:14][CH3:15])=[O:12])=[CH:16][N:17]2[CH2:18][C:19]2[CH:24]=[CH:23][C:22]([C:25]([F:26])([F:28])[F:27])=[CH:21][CH:20]=2)=[CH:6][C:5]=1[F:29], predict the reactants needed to synthesize it.